From a dataset of Experimentally validated miRNA-target interactions with 360,000+ pairs, plus equal number of negative samples. Binary Classification. Given a miRNA mature sequence and a target amino acid sequence, predict their likelihood of interaction. The miRNA is hsa-miR-6893-5p with sequence CAGGCAGGUGUAGGGUGGAGC. The protein sequence of the target gene is MTSLVPGAGLLPIPTSSPLTAVSSLGVSLSSLGAIPAAALDPNITTLGEIPQPPLMGNVDPSKIDEIRRTVYVGNLNSQTTTADQLLEFFKQVGEVKFVRMAGDETQPTRFAFVEFADQNSVPRALAFNGVMFGDRPLKINHSNNAIVKPPEMTPQAAAKELEEVMKRVREAQSFISAAIEPESGKSNERKGGRSRSHTRSKSRSSSKSHSRRKRSQSKHRSRSHNRSRSRQKDRRRSKSPHKKRSKSRERRKSRSRSRSRDKRKDTREKVKERVKEKEREKEREREKDREKDKERGKNK.... Result: 0 (no interaction).